From a dataset of CYP1A2 inhibition data for predicting drug metabolism from PubChem BioAssay. Regression/Classification. Given a drug SMILES string, predict its absorption, distribution, metabolism, or excretion properties. Task type varies by dataset: regression for continuous measurements (e.g., permeability, clearance, half-life) or binary classification for categorical outcomes (e.g., BBB penetration, CYP inhibition). Dataset: cyp1a2_veith. (1) The result is 0 (non-inhibitor). The drug is COc1ccc(C(=O)N2CCC[C@@]3(CCN(C(=O)Nc4cccc(C#N)c4)C3)C2)cc1. (2) The molecule is NC(=O)CS(=O)C[C@H](N)C(=O)O. The result is 0 (non-inhibitor). (3) The compound is COc1cc2nc(N3CCN(C(=O)[C@@H]4CCCO4)CC3)nc(N)c2cc1OC. The result is 0 (non-inhibitor). (4) The molecule is COc1ccc2oc(=O)c(C(=O)Oc3ccc(NC(C)=O)cc3)cc2c1. The result is 0 (non-inhibitor). (5) The drug is CCN(CC)C(=O)CSc1nnc(CNc2ccc(F)cc2)o1. The result is 0 (non-inhibitor). (6) The compound is O[C@@H](c1cc([C@@]23C[C@H]4CC[C@@H]2C[C@H](C4)C3)nc2c(Cl)cc(Cl)cc12)[C@@H]1CCCCN1. The result is 0 (non-inhibitor). (7) The drug is COc1ccc(Br)cc1C(=O)Nc1cc(C)cc(C)c1. The result is 1 (inhibitor). (8) The molecule is NC(=O)CN1C(=O)C2C3c4ccccc4C(c4ccccc43)C2C1=O. The result is 0 (non-inhibitor).